Dataset: HIV replication inhibition screening data with 41,000+ compounds from the AIDS Antiviral Screen. Task: Binary Classification. Given a drug SMILES string, predict its activity (active/inactive) in a high-throughput screening assay against a specified biological target. (1) The molecule is CN(C)CCCNC(=O)c1cc(NC(=O)c2cc(NC(=O)c3cc(NC(=O)c4ccc(C(=O)Nc5cc(C(=O)Nc6cc(C(=O)Nc7cc(C(=O)NCCCN(C)C)n(C)c7)n(C)c6)n(C)c5)cc4)cn3C)cn2C)cn1C. The result is 0 (inactive). (2) The result is 0 (inactive). The compound is COC(=O)c1c([N+](=O)[O-])ncn1C1OCC(OC(C)=O)C(OC(C)=O)C1OC(C)=O. (3) The molecule is c1cn[nH]c1. The result is 0 (inactive). (4) The compound is CNC(=O)N(Cc1ccccc1)CC1CCCN1C(C)=O. The result is 0 (inactive). (5) The result is 0 (inactive). The compound is [O-][n+]1cc(SCc2ccccc2)ncc1SCc1ccccc1. (6) The drug is CCOC(=O)NP(=O)(N1CC1)N1CC1. The result is 0 (inactive). (7) The compound is O=C(CSc1nnc(-c2ccc(N=Cc3ccc(Cl)cc3)cc2)o1)Nc1ccccc1. The result is 0 (inactive). (8) The compound is N#CCCN(CCCN(C(=O)Nc1ccccc1)c1ccccc1)C(=O)Nc1ccccc1. The result is 0 (inactive). (9) The drug is N#CNC(=N)NCNC(=N)NC#N. The result is 0 (inactive).